This data is from NCI-60 drug combinations with 297,098 pairs across 59 cell lines. The task is: Regression. Given two drug SMILES strings and cell line genomic features, predict the synergy score measuring deviation from expected non-interaction effect. Drug 1: CC1=C2C(C(=O)C3(C(CC4C(C3C(C(C2(C)C)(CC1OC(=O)C(C(C5=CC=CC=C5)NC(=O)OC(C)(C)C)O)O)OC(=O)C6=CC=CC=C6)(CO4)OC(=O)C)OC)C)OC. Drug 2: CN(C)C1=NC(=NC(=N1)N(C)C)N(C)C. Cell line: ACHN. Synergy scores: CSS=29.5, Synergy_ZIP=1.17, Synergy_Bliss=-1.47, Synergy_Loewe=-28.2, Synergy_HSA=-4.05.